This data is from Full USPTO retrosynthesis dataset with 1.9M reactions from patents (1976-2016). The task is: Predict the reactants needed to synthesize the given product. (1) Given the product [N+:30]([C:26]1[N:25]=[C:24]([C:9]2[CH2:14][CH2:13][N:12]([C:15]([O:17][C:18]([CH3:19])([CH3:20])[CH3:21])=[O:16])[CH2:11][CH:10]=2)[CH:29]=[CH:28][CH:27]=1)([O-:32])=[O:31], predict the reactants needed to synthesize it. The reactants are: CC1(C)C(C)(C)OB([C:9]2[CH2:14][CH2:13][N:12]([C:15]([O:17][C:18]([CH3:21])([CH3:20])[CH3:19])=[O:16])[CH2:11][CH:10]=2)O1.Cl[C:24]1[CH:29]=[CH:28][CH:27]=[C:26]([N+:30]([O-:32])=[O:31])[N:25]=1. (2) Given the product [Br:1][C:2]1[CH:7]=[CH:6][N:5]=[C:4]([NH:13][CH2:9][CH2:10][CH2:11][CH3:12])[CH:3]=1, predict the reactants needed to synthesize it. The reactants are: [Br:1][C:2]1[CH:7]=[CH:6][N:5]=[C:4](F)[CH:3]=1.[CH2:9]([NH2:13])[CH2:10][CH2:11][CH3:12]. (3) Given the product [CH2:29]([O:28][C:23](=[O:27])[CH2:24][CH:25]1[S:14][C:12]([C:9]2[NH:10][C:11]3[C:7]([CH:8]=2)=[CH:6][CH:5]=[CH:4][C:3]=3[N:2]([CH3:1])[S:15]([C:18]2[S:19][CH:20]=[CH:21][CH:22]=2)(=[O:17])=[O:16])=[N:13][CH2:26]1)[CH3:30], predict the reactants needed to synthesize it. The reactants are: [CH3:1][N:2]([S:15]([C:18]1[S:19][CH:20]=[CH:21][CH:22]=1)(=[O:17])=[O:16])[C:3]1[CH:4]=[CH:5][CH:6]=[C:7]2[C:11]=1[NH:10][C:9]([C:12](=[S:14])[NH2:13])=[CH:8]2.[C:23]([O:28][CH2:29][CH3:30])(=[O:27])[C:24]#[C:25][CH3:26].C(P(CCCC)CCCC)CCC.O1CCCC1. (4) Given the product [NH2:8][C@@H:9]([CH2:30][C:31]1[S:32][CH:33]=[CH:34][CH:35]=1)[C:10]([N:12]1[CH2:17][CH2:16][N:15]([C:18]2[S:19][C:20]3[CH:26]=[C:25]([C:27]([NH:41][CH:36]4[CH2:40][CH2:39][CH2:38][CH2:37]4)=[O:28])[CH:24]=[CH:23][C:21]=3[N:22]=2)[CH2:14][CH2:13]1)=[O:11], predict the reactants needed to synthesize it. The reactants are: C(OC([NH:8][C@@H:9]([CH2:30][C:31]1[S:32][CH:33]=[CH:34][CH:35]=1)[C:10]([N:12]1[CH2:17][CH2:16][N:15]([C:18]2[S:19][C:20]3[CH:26]=[C:25]([C:27](O)=[O:28])[CH:24]=[CH:23][C:21]=3[N:22]=2)[CH2:14][CH2:13]1)=[O:11])=O)(C)(C)C.[CH:36]1([NH2:41])[CH2:40][CH2:39][CH2:38][CH2:37]1.C(N(C(C)C)CC)(C)C.CN(C(ON1N=NC2C=CC=CC1=2)=[N+](C)C)C.F[P-](F)(F)(F)(F)F.Cl.